This data is from Forward reaction prediction with 1.9M reactions from USPTO patents (1976-2016). The task is: Predict the product of the given reaction. (1) Given the reactants [CH3:1]I.[O:3]1[C:7]2[CH:8]=[CH:9][CH:10]=[CH:11][C:6]=2[N:5]=[C:4]1[SH:12], predict the reaction product. The product is: [CH3:1][S:12][C:4]1[O:3][C:7]2[CH:8]=[CH:9][CH:10]=[CH:11][C:6]=2[N:5]=1. (2) Given the reactants [C:1]([C:3]1[CH:12]=[C:11]2[C:6]([CH2:7][CH2:8][CH:9]([C:13]([O:15][CH3:16])=[O:14])[CH2:10]2)=[CH:5][CH:4]=1)#[N:2].C(O[C:21]([CH3:24])([CH3:23])[CH3:22])(=O)C.S(=O)(=O)(O)[OH:26].O.O.O.C([O-])(=O)C.[Na+], predict the reaction product. The product is: [C:21]([NH:2][C:1]([C:3]1[CH:12]=[C:11]2[C:6]([CH2:7][CH2:8][CH:9]([C:13]([O:15][CH3:16])=[O:14])[CH2:10]2)=[CH:5][CH:4]=1)=[O:26])([CH3:24])([CH3:23])[CH3:22]. (3) Given the reactants Cl[C:2]1[C:3]2[N:10]([CH2:11][CH3:12])[CH:9]=[CH:8][C:4]=2[N:5]=[CH:6][N:7]=1.[Cl:13][C:14]1[CH:15]=[C:16]([CH:18]=[CH:19][C:20]=1[O:21][C:22]1[CH:30]=[CH:29][CH:28]=[C:27]2[C:23]=1[CH:24]=[CH:25][NH:26]2)[NH2:17].C(=O)([O-])O.[Na+], predict the reaction product. The product is: [Cl:13][C:14]1[CH:15]=[C:16]([NH:17][C:2]2[C:3]3[N:10]([CH2:11][CH3:12])[CH:9]=[CH:8][C:4]=3[N:5]=[CH:6][N:7]=2)[CH:18]=[CH:19][C:20]=1[O:21][C:22]1[CH:30]=[CH:29][CH:28]=[C:27]2[C:23]=1[CH:24]=[CH:25][NH:26]2. (4) Given the reactants [ClH:1].Br[C:3]1[CH:8]=[CH:7][N:6]=[CH:5][CH:4]=1.[C:9]([C:12]1[CH:17]=[CH:16][C:15](B(O)O)=[CH:14][CH:13]=1)([OH:11])=[O:10].C(=O)([O-])[O-].[Na+].[Na+].C(OCC)(=O)C, predict the reaction product. The product is: [ClH:1].[N:6]1[CH:7]=[CH:8][C:3]([C:15]2[CH:16]=[CH:17][C:12]([C:9]([OH:11])=[O:10])=[CH:13][CH:14]=2)=[CH:4][CH:5]=1. (5) Given the reactants [Cl:1][C:2]1[CH:3]=[C:4]([CH:7]=[C:8]([NH:10][CH2:11][C:12]2[CH:17]=[CH:16][C:15]([O:18][C:19]([F:22])([F:21])[F:20])=[CH:14][CH:13]=2)[CH:9]=1)[C:5]#[N:6].[C:23](Cl)(=[O:27])[CH2:24][CH2:25][CH3:26], predict the reaction product. The product is: [Cl:1][C:2]1[CH:9]=[C:8]([N:10]([CH2:11][C:12]2[CH:13]=[CH:14][C:15]([O:18][C:19]([F:20])([F:21])[F:22])=[CH:16][CH:17]=2)[C:23](=[O:27])[CH2:24][CH2:25][CH3:26])[CH:7]=[C:4]([C:5]#[N:6])[CH:3]=1. (6) Given the reactants C1CCC(N=C=NC2CCCCC2)CC1.[C:16]([O:20][C:21]([N:23]1[CH2:28][CH2:27][CH:26]([C:29]([OH:31])=O)[CH2:25][CH2:24]1)=[O:22])([CH3:19])([CH3:18])[CH3:17].[CH3:32][O:33][C:34]1[CH:35]=[C:36]2[C:41](=[CH:42][C:43]=1[O:44][CH3:45])[CH2:40][NH:39][CH2:38][CH2:37]2.C1(NC(N)=O)CCCCC1, predict the reaction product. The product is: [C:16]([O:20][C:21]([N:23]1[CH2:24][CH2:25][CH:26]([C:29]([N:39]2[CH2:38][CH2:37][C:36]3[C:41](=[CH:42][C:43]([O:44][CH3:45])=[C:34]([O:33][CH3:32])[CH:35]=3)[CH2:40]2)=[O:31])[CH2:27][CH2:28]1)=[O:22])([CH3:17])([CH3:18])[CH3:19]. (7) Given the reactants [N+:1]([C:4]1[CH:5]=[CH:6][C:7](OC2C=C3C(=CC=2)OC(C2C=CC=CC=2)CC3)=[N:8][CH:9]=1)([O-:3])=[O:2].[C:27]1([CH:33]2[CH2:42][CH2:41][C:40]3[C:35](=[CH:36][C:37]([OH:43])=[CH:38][CH:39]=3)[O:34]2)[CH:32]=[CH:31][CH:30]=[CH:29][CH:28]=1, predict the reaction product. The product is: [N+:1]([C:4]1[CH:5]=[CH:6][C:7]([O:43][C:37]2[CH:36]=[C:35]3[C:40]([CH2:41][CH2:42][CH:33]([C:27]4[CH:28]=[CH:29][CH:30]=[CH:31][CH:32]=4)[O:34]3)=[CH:39][CH:38]=2)=[N:8][CH:9]=1)([O-:3])=[O:2]. (8) Given the reactants [CH2:1]([CH:3]([CH2:7][CH3:8])[C:4](Cl)=[O:5])[CH3:2].[F:9][C:10]([F:46])([F:45])[C:11]1[CH:12]=[C:13]([CH:38]=[C:39]([C:41]([F:44])([F:43])[F:42])[CH:40]=1)[CH2:14][N:15]([C:32]1[N:33]=[N:34][N:35]([CH3:37])[N:36]=1)[C@H:16]1[CH2:22][CH2:21][CH2:20][NH:19][C:18]2[CH:23]=[C:24]([C:28]([F:31])([F:30])[F:29])[C:25]([CH3:27])=[CH:26][C:17]1=2.N1C=CC=CC=1, predict the reaction product. The product is: [F:45][C:10]([F:9])([F:46])[C:11]1[CH:12]=[C:13]([CH:38]=[C:39]([C:41]([F:44])([F:42])[F:43])[CH:40]=1)[CH2:14][N:15]([C:32]1[N:33]=[N:34][N:35]([CH3:37])[N:36]=1)[C@H:16]1[CH2:22][CH2:21][CH2:20][N:19]([C:4](=[O:5])[CH:3]([CH2:7][CH3:8])[CH2:1][CH3:2])[C:18]2[CH:23]=[C:24]([C:28]([F:29])([F:30])[F:31])[C:25]([CH3:27])=[CH:26][C:17]1=2.